This data is from Reaction yield outcomes from USPTO patents with 853,638 reactions. The task is: Predict the reaction yield, written as a fraction of the theoretical maximum amount of product (1.0 means a 100% yield; for example, 0.34 means a 34% yield). The reactants are [Li+].C[Si]([N-][Si](C)(C)C)(C)C.[F:11][C@H:12]1[CH2:16][N:15]([C:17]([O:19][C:20]([CH3:23])([CH3:22])[CH3:21])=[O:18])[C@H:14]([C:24]([O:26][CH3:27])=[O:25])[CH2:13]1.[CH3:28]I. The catalyst is C1COCC1. The product is [F:11][C@H:12]1[CH2:16][N:15]([C:17]([O:19][C:20]([CH3:21])([CH3:22])[CH3:23])=[O:18])[C:14]([CH3:28])([C:24]([O:26][CH3:27])=[O:25])[CH2:13]1. The yield is 0.850.